Dataset: Forward reaction prediction with 1.9M reactions from USPTO patents (1976-2016). Task: Predict the product of the given reaction. (1) Given the reactants C(OC([N:8]1[CH2:13][CH2:12][N:11]([C:14](=[O:16])[CH3:15])[CH2:10][CH:9]1[CH3:17])=O)(C)(C)C.[ClH:18].O1CCOCC1, predict the reaction product. The product is: [ClH:18].[CH3:17][CH:9]1[NH:8][CH2:13][CH2:12][N:11]([C:14](=[O:16])[CH3:15])[CH2:10]1. (2) Given the reactants [OH:1][C:2]1[CH2:7][CH2:6][N:5]([C:8]2[CH:13]=[CH:12][C:11]([O:14][C:15]([F:18])([F:17])[F:16])=[CH:10][CH:9]=2)[C:4](=[O:19])[C:3]=1[C:20]#[N:21].[CH3:22]N(C)C=O.C(Cl)(=O)C(Cl)=O, predict the reaction product. The product is: [CH3:22][O:1][C:2]1[CH2:7][CH2:6][N:5]([C:8]2[CH:9]=[CH:10][C:11]([O:14][C:15]([F:17])([F:18])[F:16])=[CH:12][CH:13]=2)[C:4](=[O:19])[C:3]=1[C:20]#[N:21]. (3) Given the reactants [C:1]([C:3]1[CH:18]=[CH:17][C:6]([CH2:7][NH:8][C:9](=[O:16])[C@H:10]([CH2:12][CH:13]([CH3:15])[CH3:14])[NH2:11])=[CH:5][CH:4]=1)#[N:2].C(Cl)CCl.[CH3:23][O:24][C:25]([C:27]1[CH:28]=[C:29]([CH:42]=[CH:43][CH:44]=1)[CH2:30][S:31]([NH:34][C@@H:35]([C:39](O)=[O:40])[CH:36]([CH3:38])[CH3:37])(=[O:33])=[O:32])=[O:26], predict the reaction product. The product is: [CH3:23][O:24][C:25]([C:27]1[CH:28]=[C:29]([CH:42]=[CH:43][CH:44]=1)[CH2:30][S:31]([NH:34][C@@H:35]([C:39]([NH:11][C@H:10]([C:9]([NH:8][CH2:7][C:6]1[CH:5]=[CH:4][C:3]([C:1]#[N:2])=[CH:18][CH:17]=1)=[O:16])[CH2:12][CH:13]([CH3:15])[CH3:14])=[O:40])[CH:36]([CH3:38])[CH3:37])(=[O:32])=[O:33])=[O:26]. (4) Given the reactants [Cl:1][C:2]1[CH:3]=[C:4]([CH:13]([NH:16][C:17]([CH3:20])([CH3:19])[CH3:18])[CH2:14][OH:15])[CH:5]=[C:6]([C:9]([F:12])([F:11])[F:10])[C:7]=1[NH2:8].[C:21]([C@:29]([C:44]([OH:46])=[O:45])([OH:43])[C@:30]([C:35](=[O:42])[C:36]1[CH:41]=[CH:40][CH:39]=[CH:38][CH:37]=1)([OH:34])[C:31]([OH:33])=[O:32])(=[O:28])[C:22]1[CH:27]=[CH:26][CH:25]=[CH:24][CH:23]=1, predict the reaction product. The product is: [C:35]([C@:30]([C:31]([OH:33])=[O:32])([OH:34])[C@:29]([C:21](=[O:28])[C:22]1[CH:27]=[CH:26][CH:25]=[CH:24][CH:23]=1)([OH:43])[C:44]([OH:46])=[O:45])(=[O:42])[C:36]1[CH:41]=[CH:40][CH:39]=[CH:38][CH:37]=1.[Cl:1][C:2]1[CH:3]=[C:4]([CH:13]([NH:16][C:17]([CH3:20])([CH3:19])[CH3:18])[CH2:14][OH:15])[CH:5]=[C:6]([C:9]([F:12])([F:11])[F:10])[C:7]=1[NH2:8]. (5) Given the reactants [Si:1]([O:18][CH2:19][C:20]1[C:21]([N:31]2[CH2:36][C@H:35]([CH3:37])[O:34][C@H:33]([CH3:38])[CH2:32]2)=[C:22]([F:30])[C:23]([F:29])=[C:24](/[CH:26]=[N:27]/O)[CH:25]=1)([C:14]([CH3:17])([CH3:16])[CH3:15])([C:8]1[CH:13]=[CH:12][CH:11]=[CH:10][CH:9]=1)[C:2]1[CH:7]=[CH:6][CH:5]=[CH:4][CH:3]=1, predict the reaction product. The product is: [Si:1]([O:18][CH2:19][C:20]1[C:21]([N:31]2[CH2:32][C@H:33]([CH3:38])[O:34][C@H:35]([CH3:37])[CH2:36]2)=[C:22]([F:30])[C:23]([F:29])=[C:24]([CH:25]=1)[C:26]#[N:27])([C:14]([CH3:16])([CH3:15])[CH3:17])([C:8]1[CH:13]=[CH:12][CH:11]=[CH:10][CH:9]=1)[C:2]1[CH:7]=[CH:6][CH:5]=[CH:4][CH:3]=1.